From a dataset of Forward reaction prediction with 1.9M reactions from USPTO patents (1976-2016). Predict the product of the given reaction. (1) Given the reactants [N+:1]([C:4]1[CH:12]=[CH:11][CH:10]=[C:9]2[C:5]=1[CH:6]=[CH:7][N:8]2[C:13]1[N:18]=[CH:17][CH:16]=[CH:15][N:14]=1)([O-:3])=[O:2].C([BH3-])#N.[Na+].C(OCC)(=O)C.C(=O)([O-])O.[Na+], predict the reaction product. The product is: [N+:1]([C:4]1[CH:12]=[CH:11][CH:10]=[C:9]2[C:5]=1[CH2:6][CH2:7][N:8]2[C:13]1[N:14]=[CH:15][CH:16]=[CH:17][N:18]=1)([O-:3])=[O:2]. (2) The product is: [CH3:1][O:2][C:3]1[CH:8]=[CH:7][CH:6]=[CH:5][C:4]=1[O:9][CH2:17][C:18]([O:20][CH2:21][CH3:22])=[O:19]. Given the reactants [CH3:1][O:2][C:3]1[CH:8]=[CH:7][CH:6]=[CH:5][C:4]=1[OH:9].C(=O)([O-])[O-].[K+].[K+].Br[CH2:17][C:18]([O:20][CH2:21][CH3:22])=[O:19], predict the reaction product. (3) Given the reactants B(Br)(Br)Br.[Br:5][C:6]1[C:7]([CH3:19])=[C:8]([C:14]([O:17]C)=[CH:15][CH:16]=1)[C:9]([O:11][CH2:12][CH3:13])=[O:10], predict the reaction product. The product is: [Br:5][C:6]1[C:7]([CH3:19])=[C:8]([C:14]([OH:17])=[CH:15][CH:16]=1)[C:9]([O:11][CH2:12][CH3:13])=[O:10]. (4) Given the reactants [CH3:1][O:2][C:3]1[CH:32]=[CH:31][C:6]([CH2:7][N:8]([CH2:22][C:23]2[CH:28]=[CH:27][C:26]([O:29][CH3:30])=[CH:25][CH:24]=2)[C:9]2[C:10]3[CH:18]=[N:17][CH:16]=[C:15]([C:19]([OH:21])=O)[C:11]=3[N:12]=[CH:13][N:14]=2)=[CH:5][CH:4]=1.C(Cl)(=O)C(Cl)=O.[NH2:39][C:40]1[C:41]([F:54])=[C:42]([NH:47][S:48]([CH2:51][CH2:52][CH3:53])(=[O:50])=[O:49])[CH:43]=[CH:44][C:45]=1[F:46], predict the reaction product. The product is: [CH3:1][O:2][C:3]1[CH:4]=[CH:5][C:6]([CH2:7][N:8]([CH2:22][C:23]2[CH:28]=[CH:27][C:26]([O:29][CH3:30])=[CH:25][CH:24]=2)[C:9]2[C:10]3[CH:18]=[N:17][CH:16]=[C:15]([C:19]([NH:39][C:40]4[C:45]([F:46])=[CH:44][CH:43]=[C:42]([NH:47][S:48]([CH2:51][CH2:52][CH3:53])(=[O:50])=[O:49])[C:41]=4[F:54])=[O:21])[C:11]=3[N:12]=[CH:13][N:14]=2)=[CH:31][CH:32]=1. (5) The product is: [C:18]([C:17]1[CH:20]=[CH:21][C:14]([C:3]#[C:2][C:1]([O:5][CH2:6][CH3:7])=[O:4])=[CH:15][CH:16]=1)#[N:19]. Given the reactants [C:1]([O:5][CH2:6][CH3:7])(=[O:4])[C:2]#[CH:3].[Li]CCCC.I[C:14]1[CH:21]=[CH:20][C:17]([C:18]#[N:19])=[CH:16][CH:15]=1, predict the reaction product. (6) Given the reactants [F:1][C:2]1[CH:3]=[C:4]([CH:13]([NH:17][C:18]([C:20]2[N:21]=[C:22]([N:27]3[CH2:31][CH2:30][CH2:29][CH2:28]3)[NH:23][C:24](=[O:26])[CH:25]=2)=[O:19])[CH2:14][O:15][CH3:16])[CH:5]=[CH:6][C:7]=1[O:8][C:9]([F:12])([F:11])[F:10], predict the reaction product. The product is: [F:1][C:2]1[CH:3]=[C:4]([C@@H:13]([NH:17][C:18]([C:20]2[N:21]=[C:22]([N:27]3[CH2:31][CH2:30][CH2:29][CH2:28]3)[NH:23][C:24](=[O:26])[CH:25]=2)=[O:19])[CH2:14][O:15][CH3:16])[CH:5]=[CH:6][C:7]=1[O:8][C:9]([F:10])([F:12])[F:11]. (7) Given the reactants C[O:2][C:3]([C:5]1[C:6]([C:14]2[CH:19]=[CH:18][CH:17]=[CH:16][C:15]=2[N+:20]([O-:22])=[O:21])=[CH:7][CH:8]=[C:9]([C:11](=[S:13])[NH2:12])[CH:10]=1)=[O:4].[F:23][C:24]([F:36])([F:35])[C:25]1[CH:26]=[C:27]([CH:32]=[CH:33][CH:34]=1)[C:28](=O)[CH2:29]Br, predict the reaction product. The product is: [N+:20]([C:15]1[CH:16]=[CH:17][CH:18]=[CH:19][C:14]=1[C:6]1[C:5]([C:3]([OH:2])=[O:4])=[CH:10][C:9]([C:11]2[S:13][CH:29]=[C:28]([C:27]3[CH:32]=[CH:33][CH:34]=[C:25]([C:24]([F:23])([F:35])[F:36])[CH:26]=3)[N:12]=2)=[CH:8][CH:7]=1)([O-:22])=[O:21].